Dataset: Full USPTO retrosynthesis dataset with 1.9M reactions from patents (1976-2016). Task: Predict the reactants needed to synthesize the given product. Given the product [C:28]([NH:29][C@H:69]([C:65]1[CH:66]=[CH:67][CH:68]=[C:63]([Br:62])[CH:64]=1)[C@H:70]([OH:81])[C:71]([O:73][CH:74]([CH3:76])[CH3:75])=[O:72])(=[O:27])[CH3:37], predict the reactants needed to synthesize it. The reactants are: O.[OH-].[Li+].CC[C@@H]1[C@@H]2C[C@H]([C@@H]([O:27][C:28]3[C:37]4[C:37](=CC=CC=4)[C:28]([O:27][C@@H](C4C=CN=C5C=4C=C(OC)C=C5)[C@@H]4N5C[C@H](CC)[C@@H](CC5)C4)=[N:29][N:29]=3)C3C=CN=C4C=3C=C(OC)C=C4)N(CC2)C1.[Br:62][C:63]1[CH:64]=[C:65](/[CH:69]=[CH:70]/[C:71]([O:73][CH:74]([CH3:76])[CH3:75])=[O:72])[CH:66]=[CH:67][CH:68]=1.BrNC(=[O:81])C.S([O-])([O-])=O.[Na+].[Na+].